Dataset: Full USPTO retrosynthesis dataset with 1.9M reactions from patents (1976-2016). Task: Predict the reactants needed to synthesize the given product. (1) Given the product [O:27]1[CH:28]=[CH:29][CH:30]=[C:26]1[C:24]1[N:23]([CH3:31])[N:22]=[C:21]([CH2:20][P:11](=[O:18])([O:15][CH2:16][CH3:17])[O:12][CH2:13][CH3:14])[CH:25]=1, predict the reactants needed to synthesize it. The reactants are: [Li+].C[Si]([N-][Si](C)(C)C)(C)C.[P:11]([O-:18])([O:15][CH2:16][CH3:17])[O:12][CH2:13][CH3:14].Br[CH2:20][C:21]1[CH:25]=[C:24]([C:26]2[O:27][CH:28]=[CH:29][CH:30]=2)[N:23]([CH3:31])[N:22]=1. (2) Given the product [Cl:1][C:2]1[CH:3]=[C:4]([O:15][CH2:16][C:17]2[C:22]([F:23])=[CH:21][CH:20]=[CH:19][C:18]=2[F:24])[C:5]2[N:6]([C:8]([C:12]([NH:25][C@H:26]([CH2:29][CH2:30][CH2:31][OH:32])[CH2:27][OH:28])=[O:13])=[C:9]([CH3:11])[N:10]=2)[CH:7]=1, predict the reactants needed to synthesize it. The reactants are: [Cl:1][C:2]1[CH:3]=[C:4]([O:15][CH2:16][C:17]2[C:22]([F:23])=[CH:21][CH:20]=[CH:19][C:18]=2[F:24])[C:5]2[N:6]([C:8]([C:12](O)=[O:13])=[C:9]([CH3:11])[N:10]=2)[CH:7]=1.[NH2:25][C@H:26]([CH2:29][CH2:30][CH2:31][OH:32])[CH2:27][OH:28].C(N(C(C)C)CC)(C)C.CN(C(ON1N=NC2C=CC=NC1=2)=[N+](C)C)C.F[P-](F)(F)(F)(F)F. (3) Given the product [Br:1][C:2]1[C:3]([O:9][CH3:10])=[N:4][CH:5]=[C:6]([Cl:18])[C:7]=1[CH3:8], predict the reactants needed to synthesize it. The reactants are: [Br:1][C:2]1[C:3]([O:9][CH3:10])=[N:4][CH:5]=[CH:6][C:7]=1[CH3:8].C1C(=O)N([Cl:18])C(=O)C1. (4) Given the product [Cl:21][C:13]1[N:12]2[N:16]=[CH:17][N:18]=[C:11]2[CH:10]=[C:9]([C:3]2[CH:4]=[CH:5][C:6]([Cl:8])=[CH:7][C:2]=2[Cl:1])[N:14]=1, predict the reactants needed to synthesize it. The reactants are: [Cl:1][C:2]1[CH:7]=[C:6]([Cl:8])[CH:5]=[CH:4][C:3]=1[C:9]1[N:14]=[C:13](O)[N:12]2[N:16]=[CH:17][N:18]=[C:11]2[CH:10]=1.P(Cl)(Cl)([Cl:21])=O. (5) Given the product [CH:2]12[CH2:11][CH:6]3[CH2:7][CH:8]([CH2:10][CH:4]([CH2:5]3)[CH:3]1[NH:12][C:21](=[O:22])[CH2:20][C:18]([CH:13]1[CH2:17][CH2:16][CH2:15][CH2:14]1)=[O:19])[CH2:9]2, predict the reactants needed to synthesize it. The reactants are: Cl.[CH:2]12[CH2:11][CH:6]3[CH2:7][CH:8]([CH2:10][CH:4]([CH2:5]3)[CH:3]1[NH2:12])[CH2:9]2.[CH:13]1([C:18]([CH:20]2C(=O)OC(C)(C)[O:22][C:21]2=O)=[O:19])[CH2:17][CH2:16][CH2:15][CH2:14]1.C(N(C(C)C)C(C)C)C. (6) Given the product [NH2:38][C@@H:34]([CH:35]([CH3:37])[CH3:36])[C:33]([NH:32][CH2:31][C@@H:27]1[C@H:26]([S:25][C:7]2[C@H:6]([CH3:53])[C@H:5]3[N:9]([C:10](=[O:11])[C@@H:4]3[C@H:2]([OH:1])[CH3:3])[C:8]=2[C:12]([OH:14])=[O:13])[CH2:30][CH2:29][O:28]1)=[O:52], predict the reactants needed to synthesize it. The reactants are: [OH:1][C@@H:2]([C@H:4]1[C:10](=[O:11])[N:9]2[C@@H:5]1[C@@H:6]([CH3:53])[C:7]([S:25][C@@H:26]1[CH2:30][CH2:29][O:28][C@@H:27]1[CH2:31][NH:32][C:33](=[O:52])[C@@H:34]([NH:38]C(OCC1C=CC([N+]([O-])=O)=CC=1)=O)[CH:35]([CH3:37])[CH3:36])=[C:8]2[C:12]([O:14]CC1C=CC([N+]([O-])=O)=CC=1)=[O:13])[CH3:3].[H][H].